From a dataset of Forward reaction prediction with 1.9M reactions from USPTO patents (1976-2016). Predict the product of the given reaction. (1) Given the reactants Cl[C:2]1[N:7]=[C:6]([O:8][C:9]2[C:18]3[C:13](=[CH:14][CH:15]=[CH:16][CH:17]=3)[C:12]([NH:19][C:20]([NH:22][C:23]3[N:27]([C:28]4[CH:33]=[CH:32][CH:31]=[C:30]([CH2:34][P:35]([CH3:38])([CH3:37])=[O:36])[CH:29]=4)[N:26]=[C:25]([CH:39]([CH3:41])[CH3:40])[CH:24]=3)=[O:21])=[CH:11][CH:10]=2)[CH:5]=[CH:4][N:3]=1.Cl.[CH3:43][C:44]1[CH:45]=[C:46]([NH2:53])[CH:47]=[C:48]2[C:52]=1[NH:51][N:50]=[CH:49]2, predict the reaction product. The product is: [CH3:37][P:35]([CH2:34][C:30]1[CH:29]=[C:28]([N:27]2[C:23]([NH:22][C:20]([NH:19][C:12]3[C:13]4[C:18](=[CH:17][CH:16]=[CH:15][CH:14]=4)[C:9]([O:8][C:6]4[CH:5]=[CH:4][N:3]=[C:2]([NH:53][C:46]5[CH:47]=[C:48]6[C:52](=[C:44]([CH3:43])[CH:45]=5)[NH:51][N:50]=[CH:49]6)[N:7]=4)=[CH:10][CH:11]=3)=[O:21])=[CH:24][C:25]([CH:39]([CH3:41])[CH3:40])=[N:26]2)[CH:33]=[CH:32][CH:31]=1)([CH3:38])=[O:36]. (2) Given the reactants [Br:1][C:2]1[CH:23]=[C:22]([F:24])[CH:21]=[CH:20][C:3]=1[O:4][CH:5]1[CH2:10][CH2:9][N:8]([C:11]2[S:15][C:14]([C:16](=[N:18][OH:19])[NH2:17])=[N:13][N:12]=2)[CH2:7][CH2:6]1.[C:25](OCC)(=O)[CH2:26][OH:27], predict the reaction product. The product is: [Br:1][C:2]1[CH:23]=[C:22]([F:24])[CH:21]=[CH:20][C:3]=1[O:4][CH:5]1[CH2:10][CH2:9][N:8]([C:11]2[S:15][C:14]([C:16]3[N:17]=[C:25]([CH2:26][OH:27])[O:19][N:18]=3)=[N:13][N:12]=2)[CH2:7][CH2:6]1. (3) Given the reactants C([N:8]1[CH2:13][CH:12]=[C:11]([C:14]2[CH:19]=[CH:18][CH:17]=[CH:16][C:15]=2[C:20]([F:23])([F:22])[F:21])[CH2:10][CH2:9]1)C1C=CC=CC=1.[C:24]([C:28]1[CH:33]=[CH:32][C:31]([S:34](Cl)(=[O:36])=[O:35])=[CH:30][CH:29]=1)([CH3:27])([CH3:26])[CH3:25], predict the reaction product. The product is: [C:24]([C:28]1[CH:33]=[CH:32][C:31]([S:34]([N:8]2[CH2:9][CH2:10][CH:11]([C:14]3[CH:19]=[CH:18][CH:17]=[CH:16][C:15]=3[C:20]([F:21])([F:22])[F:23])[CH2:12][CH2:13]2)(=[O:36])=[O:35])=[CH:30][CH:29]=1)([CH3:27])([CH3:25])[CH3:26]. (4) Given the reactants Cl.[F:2][C:3]1[CH:11]=[C:10]2[C:6]([C:7]([C:21]3[CH:22]=[N:23][N:24]([CH:26]4[CH2:31][CH2:30][NH:29][CH2:28][CH2:27]4)[CH:25]=3)=[CH:8][N:9]2[S:12]([C:15]2[CH:20]=[CH:19][CH:18]=[CH:17][CH:16]=2)(=[O:14])=[O:13])=[CH:5][CH:4]=1.CCN(CC)CC.[C:39](Cl)(=[O:41])[CH3:40], predict the reaction product. The product is: [F:2][C:3]1[CH:11]=[C:10]2[C:6]([C:7]([C:21]3[CH:22]=[N:23][N:24]([CH:26]4[CH2:31][CH2:30][N:29]([C:39](=[O:41])[CH3:40])[CH2:28][CH2:27]4)[CH:25]=3)=[CH:8][N:9]2[S:12]([C:15]2[CH:16]=[CH:17][CH:18]=[CH:19][CH:20]=2)(=[O:13])=[O:14])=[CH:5][CH:4]=1. (5) Given the reactants [Cl:1][C:2]1[CH:10]=[CH:9][C:8]2[NH:7][C:6]3[CH2:11][CH2:12][N:13]([CH3:15])[CH2:14][C:5]=3[C:4]=2[CH:3]=1.N1CCC[C@H]1C(O)=O.P([O-])([O-])([O-])=O.[K+].[K+].[K+].Br[CH:33]=[C:34]([C:36]1[CH:41]=[CH:40][C:39]([F:42])=[C:38]([F:43])[CH:37]=1)[CH3:35], predict the reaction product. The product is: [Cl:1][C:2]1[CH:10]=[CH:9][C:8]2[N:7](/[CH:33]=[C:34](/[C:36]3[CH:41]=[CH:40][C:39]([F:42])=[C:38]([F:43])[CH:37]=3)\[CH3:35])[C:6]3[CH2:11][CH2:12][N:13]([CH3:15])[CH2:14][C:5]=3[C:4]=2[CH:3]=1.